This data is from Full USPTO retrosynthesis dataset with 1.9M reactions from patents (1976-2016). The task is: Predict the reactants needed to synthesize the given product. (1) The reactants are: P(Cl)(Cl)(Cl)=O.[Cl:6][C:7]1[CH:12]=[C:11]([O:13][CH3:14])[CH:10]=[CH:9][C:8]=1[C:15]1[N:16]=[C:17]2[C:22]([CH3:23])=[CH:21][C:20]([CH:24]([CH2:27][CH3:28])[CH2:25][CH3:26])=[CH:19][N:18]2[C:29]=1[C:30]([NH2:32])=O. Given the product [Cl:6][C:7]1[CH:12]=[C:11]([O:13][CH3:14])[CH:10]=[CH:9][C:8]=1[C:15]1[N:16]=[C:17]2[C:22]([CH3:23])=[CH:21][C:20]([CH:24]([CH2:27][CH3:28])[CH2:25][CH3:26])=[CH:19][N:18]2[C:29]=1[C:30]#[N:32], predict the reactants needed to synthesize it. (2) Given the product [OH:22][C:18]1[CH:17]=[C:16]([CH:13]2[CH2:12][N:11]([CH2:30][C:31]3[CH:32]=[CH:33][C:34]([O:37][CH2:38][CH2:39][N:40]4[CH2:41][CH2:42][CH2:43][CH2:44][CH2:45]4)=[CH:35][CH:36]=3)[C:10]3[CH:46]=[CH:47][C:7]([OH:6])=[CH:8][C:9]=3[O:15][CH2:14]2)[CH:21]=[CH:20][CH:19]=1, predict the reactants needed to synthesize it. The reactants are: C([Si](C)(C)[O:6][C:7]1[CH:47]=[CH:46][C:10]2[N:11]([CH2:30][C:31]3[CH:36]=[CH:35][C:34]([O:37][CH2:38][CH2:39][N:40]4[CH2:45][CH2:44][CH2:43][CH2:42][CH2:41]4)=[CH:33][CH:32]=3)[CH2:12][CH:13]([C:16]3[CH:21]=[CH:20][CH:19]=[C:18]([O:22][Si](C(C)(C)C)(C)C)[CH:17]=3)[CH2:14][O:15][C:9]=2[CH:8]=1)(C)(C)C.Cl. (3) Given the product [S:30]([C:26]1[CH:25]=[C:24]([NH:23][C:20]([C:19]2[CH:18]=[N:17][N:11]3[C:12]([CH2:14][CH2:15][CH3:16])=[CH:13][C:8]([C:5]4[CH:6]=[CH:7][C:2]([Cl:1])=[CH:3][CH:4]=4)=[N:9][C:10]=23)=[O:21])[CH:29]=[CH:28][CH:27]=1)(=[O:31])(=[O:32])[NH2:33], predict the reactants needed to synthesize it. The reactants are: [Cl:1][C:2]1[CH:7]=[CH:6][C:5]([C:8]2[CH:13]=[C:12]([CH2:14][CH2:15][CH3:16])[N:11]3[N:17]=[CH:18][C:19]([C:20](O)=[O:21])=[C:10]3[N:9]=2)=[CH:4][CH:3]=1.[NH2:23][C:24]1[CH:25]=[C:26]([S:30]([NH2:33])(=[O:32])=[O:31])[CH:27]=[CH:28][CH:29]=1. (4) The reactants are: [CH2:1]([C:4]1[S:5][CH:6]=[CH:7][CH:8]=1)[CH2:2][CH3:3].Cl[CH:10]([O:12]C(Cl)Cl)Cl. Given the product [CH2:1]([C:4]1[S:5][C:6]([CH:10]=[O:12])=[CH:7][CH:8]=1)[CH2:2][CH3:3], predict the reactants needed to synthesize it. (5) Given the product [C:15]([C:18]1[S:22][C:21]([N:23]2[CH2:27][CH2:26][N:25]([CH2:11][C:10]3[CH:13]=[CH:14][C:7]([F:6])=[CH:8][CH:9]=3)[C:24]2=[O:28])=[N:20][C:19]=1[CH3:29])(=[O:17])[CH3:16], predict the reactants needed to synthesize it. The reactants are: C1(CBr)CC1.[F:6][C:7]1[CH:14]=[CH:13][C:10]([CH2:11]Br)=[CH:9][CH:8]=1.[C:15]([C:18]1[S:22][C:21]([N:23]2[CH2:27][CH2:26][NH:25][C:24]2=[O:28])=[N:20][C:19]=1[CH3:29])(=[O:17])[CH3:16]. (6) Given the product [CH2:1]([C:10]1[CH:9]=[CH:8][CH:7]=[C:3]([C:4]([OH:6])=[O:5])[C:2]=1[C:1]([OH:12])=[O:11])[CH2:2][CH2:10][CH3:9], predict the reactants needed to synthesize it. The reactants are: [C:1]([OH:12])(=[O:11])[C:2]1[C:3](=[CH:7][CH:8]=[CH:9][CH:10]=1)[C:4]([OH:6])=[O:5].[OH-].[K+]. (7) Given the product [CH3:1][C:2]1[CH:3]=[C:4]([CH2:7][CH2:8][NH2:9])[S:5][CH:6]=1, predict the reactants needed to synthesize it. The reactants are: [CH3:1][C:2]1[CH:3]=[C:4]([CH:7]=[CH:8][N+:9]([O-])=O)[S:5][CH:6]=1.[H-].[Al+3].[Li+].[H-].[H-].[H-]. (8) Given the product [F:1][C:2]1[CH:3]=[C:4]([C@H:8]2[CH2:12][C@@H:11]([OH:13])[CH2:10][N:9]2[C:14]2[CH:19]=[CH:18][N:17]3[N:20]=[CH:21][C:22]([C:23]([NH:27][CH3:26])=[O:25])=[C:16]3[N:15]=2)[CH:5]=[CH:6][CH:7]=1, predict the reactants needed to synthesize it. The reactants are: [F:1][C:2]1[CH:3]=[C:4]([C@H:8]2[CH2:12][C@@H:11]([OH:13])[CH2:10][N:9]2[C:14]2[CH:19]=[CH:18][N:17]3[N:20]=[CH:21][C:22]([C:23]([OH:25])=O)=[C:16]3[N:15]=2)[CH:5]=[CH:6][CH:7]=1.[CH3:26][NH2:27]. (9) The reactants are: [NH2:1][C:2]1[C:6]([C:7]([O:9][CH2:10][CH3:11])=[O:8])=[CH:5][N:4]([CH3:12])[N:3]=1.[Cl:13][C:14]1[CH:15]=[CH:16][C:17]([C:20](Cl)=[O:21])=[N:18][CH:19]=1. Given the product [Cl:13][C:14]1[CH:15]=[CH:16][C:17]([C:20]([NH:1][C:2]2[C:6]([C:7]([O:9][CH2:10][CH3:11])=[O:8])=[CH:5][N:4]([CH3:12])[N:3]=2)=[O:21])=[N:18][CH:19]=1, predict the reactants needed to synthesize it. (10) Given the product [F:3][C:4]1[CH:9]=[CH:8][C:7]([CH:10]([OH:32])[CH:11]([CH2:17][C:18]2[CH:23]=[CH:22][CH:21]=[C:20]([O:24][CH2:25][C:26]([F:31])([F:30])[CH:27]([F:29])[F:28])[CH:19]=2)[C:12]([O:14][CH2:15][CH3:16])=[O:13])=[CH:6][CH:5]=1, predict the reactants needed to synthesize it. The reactants are: [BH4-].[Na+].[F:3][C:4]1[CH:9]=[CH:8][C:7]([C:10](=[O:32])[CH:11]([CH2:17][C:18]2[CH:23]=[CH:22][CH:21]=[C:20]([O:24][CH2:25][C:26]([F:31])([F:30])[CH:27]([F:29])[F:28])[CH:19]=2)[C:12]([O:14][CH2:15][CH3:16])=[O:13])=[CH:6][CH:5]=1.Cl.